Dataset: Reaction yield outcomes from USPTO patents with 853,638 reactions. Task: Predict the reaction yield, written as a fraction of the theoretical maximum amount of product (1.0 means a 100% yield; for example, 0.34 means a 34% yield). (1) The product is [Br:1][C:2]1[C:3]([F:12])=[C:4]2[C:10]([NH:11][C:19]([C:16]3[CH:15]=[C:14]([CH3:13])[O:18][N:17]=3)=[O:20])=[CH:9][NH:8][C:5]2=[N:6][CH:7]=1. The catalyst is C(Cl)Cl. The reactants are [Br:1][C:2]1[C:3]([F:12])=[C:4]2[C:10]([NH2:11])=[CH:9][NH:8][C:5]2=[N:6][CH:7]=1.[CH3:13][C:14]1[O:18][N:17]=[C:16]([C:19](O)=[O:20])[CH:15]=1.C(N(CC)CC)C.F[P-](F)(F)(F)(F)F.N1(O[P+](N(C)C)(N(C)C)N(C)C)C2C=CC=CC=2N=N1.C1N(P(Cl)(N2C(=O)OCC2)=O)C(=O)OC1.[Li+].[OH-]. The yield is 0.710. (2) The reactants are [Br:1]N1C(=O)CCC1=O.N(C1(C#N)CCCCC1)=NC1(C#N)CCCCC1.[O:27]1[C:31]2[CH:32]=[CH:33][CH:34]=[CH:35][C:30]=2[C:29]([CH:36]([O:42][C:43]([CH3:46])([CH3:45])[CH3:44])[C:37]([O:39][CH2:40][CH3:41])=[O:38])=[CH:28]1.O. The catalyst is C(Cl)(Cl)Cl. The product is [Br:1][C:28]1[O:27][C:31]2[CH:32]=[CH:33][CH:34]=[CH:35][C:30]=2[C:29]=1[CH:36]([O:42][C:43]([CH3:45])([CH3:44])[CH3:46])[C:37]([O:39][CH2:40][CH3:41])=[O:38]. The yield is 0.460.